From a dataset of Reaction yield outcomes from USPTO patents with 853,638 reactions. Predict the reaction yield, written as a fraction of the theoretical maximum amount of product (1.0 means a 100% yield; for example, 0.34 means a 34% yield). (1) The yield is 1.00. The product is [C:1]([O:5][C:6]([N:8]([C:49]([O:51][C:52]([CH3:53])([CH3:55])[CH3:54])=[O:50])[C:9]1[CH:14]=[C:13]([CH2:15][C@H:16]2[C:19](=[O:20])[N:18]([C:21](=[O:31])[NH:22][C@@H:23]([C:25]3[CH:30]=[CH:29][CH:28]=[CH:27][CH:26]=3)[CH3:24])[C@@H:17]2[O:32][C:33]2[CH:48]=[CH:47][C:36]([C:37]([OH:39])=[O:38])=[CH:35][CH:34]=2)[CH:12]=[CH:11][N:10]=1)=[O:7])([CH3:4])([CH3:2])[CH3:3]. The reactants are [C:1]([O:5][C:6]([N:8]([C:49]([O:51][C:52]([CH3:55])([CH3:54])[CH3:53])=[O:50])[C:9]1[CH:14]=[C:13]([CH2:15][C@H:16]2[C:19](=[O:20])[N:18]([C:21](=[O:31])[NH:22][C@@H:23]([C:25]3[CH:30]=[CH:29][CH:28]=[CH:27][CH:26]=3)[CH3:24])[C@@H:17]2[O:32][C:33]2[CH:48]=[CH:47][C:36]([C:37]([O:39]CC3C=CC=CC=3)=[O:38])=[CH:35][CH:34]=2)[CH:12]=[CH:11][N:10]=1)=[O:7])([CH3:4])([CH3:3])[CH3:2]. The catalyst is CO.C(OCC)(=O)C.[Pd]. (2) The reactants are C(O[C:6]([N:8]1[CH2:13][CH2:12][CH:11]([O:14][C:15]2[C:19]3[CH:20]=[CH:21][CH:22]=[CH:23][C:18]=3[O:17][N:16]=2)[CH2:10][CH2:9]1)=O)(C)(C)C.FC(F)(F)C(O)=O.[O:31]1C[CH:32]1[CH2:34][N:35]1[C:43]2[CH2:42][CH2:41][N:40]([C:44](=[O:46])[CH3:45])[CH2:39][C:38]=2[C:37]([C:47]2[CH:52]=[CH:51][C:50]([C:53]([F:56])([F:55])[F:54])=[CH:49][CH:48]=2)=[N:36]1. The catalyst is C(Cl)Cl. The product is [O:17]1[C:18]2[CH:23]=[CH:22][CH:21]=[CH:20][C:19]=2[C:15]([O:14][CH:11]2[CH2:10][CH2:9][N:8]([CH2:6][CH:32]([OH:31])[CH2:34][N:35]3[C:43]4[CH2:42][CH2:41][N:40]([C:44](=[O:46])[CH3:45])[CH2:39][C:38]=4[C:37]([C:47]4[CH:52]=[CH:51][C:50]([C:53]([F:56])([F:55])[F:54])=[CH:49][CH:48]=4)=[N:36]3)[CH2:13][CH2:12]2)=[N:16]1. The yield is 0.680. (3) The reactants are [C:1]([CH2:3][C:4]1[N:5]=[CH:6][C:7]([NH:10][C:11](=[O:17])[O:12][C:13]([CH3:16])([CH3:15])[CH3:14])=[N:8][CH:9]=1)#[N:2].C(O)C.CC1CCCO1.[O-]CC.[Na+].[C:31]([O:35][CH2:36][CH3:37])(=[O:34])[CH:32]=[CH2:33]. No catalyst specified. The product is [C:13]([O:12][C:11]([NH:10][C:7]1[N:8]=[CH:9][C:4]([CH:3]([C:1]#[N:2])[CH2:33][CH2:32][C:31]([O:35][CH2:36][CH3:37])=[O:34])=[N:5][CH:6]=1)=[O:17])([CH3:14])([CH3:16])[CH3:15]. The yield is 0.220. (4) The reactants are [F:1][C:2]([F:10])([F:9])[C:3]1[N:4]=[C:5]([NH2:8])[S:6][CH:7]=1.[N:11]([C:14]1[CH:19]=[CH:18][C:17]([O:20][CH3:21])=[CH:16][C:15]=1[CH3:22])=[C:12]=[S:13].[H-].[Na+].Cl. The catalyst is C1COCC1. The product is [CH3:21][O:20][C:17]1[CH:18]=[CH:19][C:14]([NH:11][C:12]([NH:8][C:5]2[S:6][CH:7]=[C:3]([C:2]([F:10])([F:9])[F:1])[N:4]=2)=[S:13])=[C:15]([CH3:22])[CH:16]=1. The yield is 0.480. (5) The reactants are [Cl:1][C:2]1[CH:10]=[CH:9][CH:8]=[C:7]2[C:3]=1[C:4]([C:16]([OH:18])=O)=[CH:5][N:6]2[CH2:11][CH2:12][CH:13]([F:15])[F:14].[NH2:19][CH2:20][C:21]1([OH:29])[CH2:26][CH2:25][C:24]([F:28])([F:27])[CH2:23][CH2:22]1.CCN(CC)CC.C(Cl)CCl.N1(O)C2C=CC=CC=2N=N1. No catalyst specified. The product is [F:27][C:24]1([F:28])[CH2:23][CH2:22][C:21]([CH2:20][NH:19][C:16]([C:4]2[C:3]3[C:7](=[CH:8][CH:9]=[CH:10][C:2]=3[Cl:1])[N:6]([CH2:11][CH2:12][CH:13]([F:14])[F:15])[CH:5]=2)=[O:18])([OH:29])[CH2:26][CH2:25]1. The yield is 0.819. (6) The reactants are N1C=CC=CC=1.Cl.[NH2:8][CH2:9][CH2:10][CH2:11][CH2:12][CH2:13][C:14]([O:16]C)=[O:15].[F:18][C:19]([F:30])([F:29])[C:20](O[C:20](=[O:21])[C:19]([F:30])([F:29])[F:18])=[O:21].C(Cl)(Cl)Cl. The catalyst is OP(O)=O.O[Mo](O)(=O)=O.CC(C)=O. The product is [F:18][C:19]([F:30])([F:29])[C:20]([NH:8][CH2:9][CH2:10][CH2:11][CH2:12][CH2:13][C:14]([OH:16])=[O:15])=[O:21]. The yield is 0.930. (7) The reactants are [F:1][C:2]1[CH:9]=[CH:8][CH:7]=[CH:6][C:3]=1[CH2:4]Cl.[OH:10][C:11]1[CH:18]=[CH:17][C:14]([CH:15]=[O:16])=[CH:13][CH:12]=1.[OH-].[Na+]. The yield is 0.900. The product is [F:1][C:2]1[CH:9]=[CH:8][CH:7]=[CH:6][C:3]=1[CH2:4][O:10][C:11]1[CH:18]=[CH:17][C:14]([CH:15]=[O:16])=[CH:13][CH:12]=1. The catalyst is C(O)C.